Dataset: Peptide-MHC class II binding affinity with 134,281 pairs from IEDB. Task: Regression. Given a peptide amino acid sequence and an MHC pseudo amino acid sequence, predict their binding affinity value. This is MHC class II binding data. The peptide sequence is FWRGENGRKTRSAYE. The MHC is DRB3_0101 with pseudo-sequence DRB3_0101. The binding affinity (normalized) is 0.